From a dataset of Forward reaction prediction with 1.9M reactions from USPTO patents (1976-2016). Predict the product of the given reaction. (1) Given the reactants Cl.[C:2]1([CH:8]([C:29]2[CH:34]=[CH:33][CH:32]=[CH:31][CH:30]=2)[CH2:9][NH:10][C:11]2[N:19]=[C:18]([CH2:20][NH:21][S:22]([CH2:25][CH:26]([CH3:28])[CH3:27])(=[O:24])=[O:23])[N:17]=[C:16]3[C:12]=2[N:13]=[CH:14][NH:15]3)[CH:7]=[CH:6][CH:5]=[CH:4][CH:3]=1.C(O[C@H:44]1[C@H:48]([O:49][C:50](=[O:57])[C:51]2[CH:56]=[CH:55][CH:54]=[CH:53][CH:52]=2)[C@H:47]([O:58][C:59](=[O:66])[C:60]2[CH:65]=[CH:64][CH:63]=[CH:62][CH:61]=2)[C@@H:46]([C:67]2[N:68]=[N:69][N:70]([CH2:72][CH3:73])[CH:71]=2)[O:45]1)(=O)C1C=CC=CC=1, predict the reaction product. The product is: [C:59]([O:58][C@H:47]1[C@@H:48]([O:49][C:50](=[O:57])[C:51]2[CH:56]=[CH:55][CH:54]=[CH:53][CH:52]=2)[C@H:44]([N:15]2[CH:14]=[N:13][C:12]3[C:16]2=[N:17][C:18]([CH2:20][NH:21][S:22]([CH2:25][CH:26]([CH3:28])[CH3:27])(=[O:23])=[O:24])=[N:19][C:11]=3[NH:10][CH2:9][CH:8]([C:2]2[CH:3]=[CH:4][CH:5]=[CH:6][CH:7]=2)[C:29]2[CH:30]=[CH:31][CH:32]=[CH:33][CH:34]=2)[O:45][C@@H:46]1[C:67]1[N:68]=[N:69][N:70]([CH2:72][CH3:73])[CH:71]=1)(=[O:66])[C:60]1[CH:61]=[CH:62][CH:63]=[CH:64][CH:65]=1. (2) Given the reactants [C:1]([NH:4][C:5]1[CH:10]=[C:9](Cl)[N:8]=[C:7]([C:12]([O:14][CH3:15])=[O:13])[C:6]=1[Cl:16])(=[O:3])[CH3:2].C[Sn](C)(C)[C:19]1[S:20][CH:21]=[CH:22][N:23]=1, predict the reaction product. The product is: [C:1]([NH:4][C:5]1[CH:10]=[C:9]([C:19]2[S:20][CH:21]=[CH:22][N:23]=2)[N:8]=[C:7]([C:12]([O:14][CH3:15])=[O:13])[C:6]=1[Cl:16])(=[O:3])[CH3:2]. (3) Given the reactants CS(C)=O.Br[CH2:6][CH2:7][CH2:8][CH:9]1[CH2:14][CH2:13][N:12]([C:15]([O:17][C:18]([CH3:21])([CH3:20])[CH3:19])=[O:16])[CH2:11][CH2:10]1.[C:22]([C:24]1[CH:29]=[CH:28][C:27]([OH:30])=[CH:26][CH:25]=1)#[N:23].C(=O)([O-])[O-].[K+].[K+], predict the reaction product. The product is: [C:22]([C:24]1[CH:29]=[CH:28][C:27]([O:30][CH2:6][CH2:7][CH2:8][CH:9]2[CH2:14][CH2:13][N:12]([C:15]([O:17][C:18]([CH3:21])([CH3:20])[CH3:19])=[O:16])[CH2:11][CH2:10]2)=[CH:26][CH:25]=1)#[N:23]. (4) Given the reactants [Na][Na].C(#N)C=C.[CH:7]1[C:16]2[C:11](=[CH:12][CH:13]=[CH:14][CH:15]=2)[CH:10]=[CH:9][CH:8]=1.[Na:17], predict the reaction product. The product is: [CH:15]1[C:16]2[C:11](=[CH:10][CH:9]=[CH:8][CH:7]=2)[CH:12]=[CH:13][CH:14]=1.[Na:17]. (5) Given the reactants [NH3:1].Cl[C:3]1[N:8]=[C:7]([Cl:9])[N:6]=[C:5]([N:10]2[CH2:15][CH2:14][CH2:13][CH2:12][CH2:11]2)[N:4]=1, predict the reaction product. The product is: [NH2:1][C:3]1[N:8]=[C:7]([Cl:9])[N:6]=[C:5]([N:10]2[CH2:15][CH2:14][CH2:13][CH2:12][CH2:11]2)[N:4]=1. (6) Given the reactants C([N:3](CC)CC)C.[Al+3].[Cl-].[Cl-].[Cl-].[N+]([C:15]1[CH:24]=[C:23]2[C:18]([CH2:19][O:20][C:21]2=[O:22])=[CH:17][CH:16]=1)([O-])=O.CCOC(C)=O, predict the reaction product. The product is: [OH:20][CH2:19][C:18]1[CH:17]=[CH:16][CH:15]=[CH:24][C:23]=1[C:21]([NH2:3])=[O:22].